Dataset: NCI-60 drug combinations with 297,098 pairs across 59 cell lines. Task: Regression. Given two drug SMILES strings and cell line genomic features, predict the synergy score measuring deviation from expected non-interaction effect. (1) Drug 1: CC1CCC2CC(C(=CC=CC=CC(CC(C(=O)C(C(C(=CC(C(=O)CC(OC(=O)C3CCCCN3C(=O)C(=O)C1(O2)O)C(C)CC4CCC(C(C4)OC)OCCO)C)C)O)OC)C)C)C)OC. Drug 2: C1=NNC2=C1C(=O)NC=N2. Cell line: UACC-257. Synergy scores: CSS=-2.39, Synergy_ZIP=0.595, Synergy_Bliss=-0.185, Synergy_Loewe=-1.38, Synergy_HSA=-1.58. (2) Drug 1: CC12CCC(CC1=CCC3C2CCC4(C3CC=C4C5=CN=CC=C5)C)O. Drug 2: C1=NC2=C(N1)C(=S)N=C(N2)N. Cell line: TK-10. Synergy scores: CSS=25.3, Synergy_ZIP=-9.02, Synergy_Bliss=2.78, Synergy_Loewe=-2.05, Synergy_HSA=2.65. (3) Drug 1: C1C(C(OC1N2C=NC3=C(N=C(N=C32)Cl)N)CO)O. Drug 2: CC1=C(N=C(N=C1N)C(CC(=O)N)NCC(C(=O)N)N)C(=O)NC(C(C2=CN=CN2)OC3C(C(C(C(O3)CO)O)O)OC4C(C(C(C(O4)CO)O)OC(=O)N)O)C(=O)NC(C)C(C(C)C(=O)NC(C(C)O)C(=O)NCCC5=NC(=CS5)C6=NC(=CS6)C(=O)NCCC[S+](C)C)O. Cell line: HS 578T. Synergy scores: CSS=19.0, Synergy_ZIP=-1.78, Synergy_Bliss=-2.78, Synergy_Loewe=-7.27, Synergy_HSA=-0.560. (4) Synergy scores: CSS=28.5, Synergy_ZIP=-5.51, Synergy_Bliss=2.87, Synergy_Loewe=-2.93, Synergy_HSA=3.89. Drug 2: CN(C)N=NC1=C(NC=N1)C(=O)N. Drug 1: COC1=C(C=C2C(=C1)N=CN=C2NC3=CC(=C(C=C3)F)Cl)OCCCN4CCOCC4. Cell line: UACC62. (5) Drug 1: CC1C(C(CC(O1)OC2CC(CC3=C2C(=C4C(=C3O)C(=O)C5=C(C4=O)C(=CC=C5)OC)O)(C(=O)C)O)N)O.Cl. Drug 2: CS(=O)(=O)CCNCC1=CC=C(O1)C2=CC3=C(C=C2)N=CN=C3NC4=CC(=C(C=C4)OCC5=CC(=CC=C5)F)Cl. Cell line: MDA-MB-435. Synergy scores: CSS=8.53, Synergy_ZIP=3.39, Synergy_Bliss=13.1, Synergy_Loewe=-1.68, Synergy_HSA=7.44. (6) Drug 1: C1CC(=O)NC(=O)C1N2C(=O)C3=CC=CC=C3C2=O. Drug 2: C1C(C(OC1N2C=NC(=NC2=O)N)CO)O. Cell line: HCT116. Synergy scores: CSS=20.5, Synergy_ZIP=-3.89, Synergy_Bliss=-4.20, Synergy_Loewe=-9.86, Synergy_HSA=-0.875. (7) Drug 1: C1CCC(C1)C(CC#N)N2C=C(C=N2)C3=C4C=CNC4=NC=N3. Drug 2: COC1=CC(=CC(=C1O)OC)C2C3C(COC3=O)C(C4=CC5=C(C=C24)OCO5)OC6C(C(C7C(O6)COC(O7)C8=CC=CS8)O)O. Cell line: 786-0. Synergy scores: CSS=32.8, Synergy_ZIP=6.69, Synergy_Bliss=7.25, Synergy_Loewe=-11.9, Synergy_HSA=8.44. (8) Drug 1: CC(CN1CC(=O)NC(=O)C1)N2CC(=O)NC(=O)C2. Drug 2: CC1=C(N=C(N=C1N)C(CC(=O)N)NCC(C(=O)N)N)C(=O)NC(C(C2=CN=CN2)OC3C(C(C(C(O3)CO)O)O)OC4C(C(C(C(O4)CO)O)OC(=O)N)O)C(=O)NC(C)C(C(C)C(=O)NC(C(C)O)C(=O)NCCC5=NC(=CS5)C6=NC(=CS6)C(=O)NCCC[S+](C)C)O. Cell line: HCC-2998. Synergy scores: CSS=7.32, Synergy_ZIP=6.09, Synergy_Bliss=4.25, Synergy_Loewe=2.18, Synergy_HSA=2.38. (9) Drug 1: C1CC(C1)(C(=O)O)C(=O)O.[NH2-].[NH2-].[Pt+2]. Drug 2: C(=O)(N)NO. Cell line: HCC-2998. Synergy scores: CSS=-3.61, Synergy_ZIP=3.94, Synergy_Bliss=5.35, Synergy_Loewe=-0.914, Synergy_HSA=-0.405.